From a dataset of Full USPTO retrosynthesis dataset with 1.9M reactions from patents (1976-2016). Predict the reactants needed to synthesize the given product. (1) Given the product [NH2:16][C:9]1[C:10]([C:13]([O:15][CH2:27][CH3:28])=[O:14])=[N:11][CH:12]=[C:7]([CH2:6][C:5]2[CH:4]=[CH:3][C:2]([F:1])=[CH:25][CH:24]=2)[CH:8]=1, predict the reactants needed to synthesize it. The reactants are: [F:1][C:2]1[CH:25]=[CH:24][C:5]([CH2:6][C:7]2[CH:8]=[C:9]([NH:16]C(OC(C)(C)C)=O)[C:10]([C:13]([O-:15])=[O:14])=[N:11][CH:12]=2)=[CH:4][CH:3]=1.F[C:27](F)(F)[C:28](O)=O. (2) Given the product [CH2:1]([O:3][C:4]([C:6]1[CH:7]=[C:8]([C:17](=[O:18])[C:16]([Cl:21])([Cl:20])[Cl:15])[N:9]2[CH2:14][CH2:13][S:12][CH2:11][C:10]=12)=[O:5])[CH3:2], predict the reactants needed to synthesize it. The reactants are: [CH2:1]([O:3][C:4]([C:6]1[CH:7]=[CH:8][N:9]2[CH2:14][CH2:13][S:12][CH2:11][C:10]=12)=[O:5])[CH3:2].[Cl:15][C:16]([Cl:21])([Cl:20])[C:17](Cl)=[O:18]. (3) Given the product [Cl:1][C:2]1[C:3]([F:17])=[C:4]([C:9]2[CH:14]=[C:13]([O:15][CH3:16])[N:12]=[CH:11][N:10]=2)[C:5]([N:6]2[CH:36]=[C:35]([C:34]([F:38])([F:37])[F:33])[N:31]=[N:32]2)=[CH:7][CH:8]=1, predict the reactants needed to synthesize it. The reactants are: [Cl:1][C:2]1[CH:8]=[CH:7][C:5]([NH2:6])=[C:4]([C:9]2[CH:14]=[C:13]([O:15][CH3:16])[N:12]=[CH:11][N:10]=2)[C:3]=1[F:17].C(ON=O)CC(C)C.[Si](N=[N+:31]=[N-:32])(C)(C)C.[F:33][C:34]([F:38])([F:37])[C:35]#[CH:36]. (4) Given the product [Si:22]([O:29][CH2:30][C:31](=[CH2:35])[C:32]([NH:1][C:2]1[CH:3]=[C:4]([C:8]2[C:9]3[C:16]([C:17]([O:19][CH2:20][CH3:21])=[O:18])=[CH:15][NH:14][C:10]=3[N:11]=[CH:12][N:13]=2)[CH:5]=[CH:6][CH:7]=1)=[O:33])([C:25]([CH3:28])([CH3:27])[CH3:26])([CH3:23])[CH3:24], predict the reactants needed to synthesize it. The reactants are: [NH2:1][C:2]1[CH:3]=[C:4]([C:8]2[C:9]3[C:16]([C:17]([O:19][CH2:20][CH3:21])=[O:18])=[CH:15][NH:14][C:10]=3[N:11]=[CH:12][N:13]=2)[CH:5]=[CH:6][CH:7]=1.[Si:22]([O:29][CH2:30][C:31](=[CH2:35])[C:32](O)=[O:33])([C:25]([CH3:28])([CH3:27])[CH3:26])([CH3:24])[CH3:23].CCCP1(OP(CCC)(=O)OP(CCC)(=O)O1)=O. (5) Given the product [Br:1][C:2]1[C:3]2[N:12]=[C:13]([CH:14]([CH3:16])[CH3:15])[NH:11][C:4]=2[CH:5]=[C:6]([N+:8]([O-:10])=[O:9])[CH:7]=1, predict the reactants needed to synthesize it. The reactants are: [Br:1][C:2]1[CH:7]=[C:6]([N+:8]([O-:10])=[O:9])[CH:5]=[C:4]([NH2:11])[C:3]=1[NH2:12].[C:13](O)(=O)[CH:14]([CH3:16])[CH3:15].Cl.[OH-].[Na+]. (6) Given the product [CH3:1][O:2][C:3]1[CH:4]=[C:5]([CH2:11][CH2:12][C:13]([N:18]([O:19][CH3:20])[CH3:17])=[O:15])[CH:6]=[CH:7][C:8]=1[O:9][CH3:10], predict the reactants needed to synthesize it. The reactants are: [CH3:1][O:2][C:3]1[CH:4]=[C:5]([CH2:11][CH2:12][C:13]([OH:15])=O)[CH:6]=[CH:7][C:8]=1[O:9][CH3:10].Cl.[CH3:17][NH:18][O:19][CH3:20].C(Cl)CCl. (7) The reactants are: [ClH:1].Cl.NCCN1C2C(NC3C=CC(OC4C=CC=C(OCC(C)(C)C)C=4)=C(C)C=3)=NC=NC=2C=C1.CS(CC(O)=O)(=O)=O.ON1C2C=CC=CC=2N=N1.Cl.C(N=C=NCCCN(C)C)C.[CH3:66][C:67]([CH3:105])([CH3:104])[CH2:68][O:69][C:70]1[CH:71]=[C:72]([CH:101]=[CH:102][CH:103]=1)[O:73][C:74]1[CH:79]=[CH:78][C:77]([NH:80][C:81]2[C:82]3[N:89]([CH2:90][CH2:91][NH:92][C:93](=[O:99])[CH2:94][S:95]([CH3:98])(=[O:97])=[O:96])[CH:88]=[CH:87][C:83]=3[N:84]=[CH:85][N:86]=2)=[CH:76][C:75]=1[CH3:100].Cl.C(OCC)(=O)C. Given the product [ClH:1].[CH3:66][C:67]([CH3:105])([CH3:104])[CH2:68][O:69][C:70]1[CH:71]=[C:72]([CH:101]=[CH:102][CH:103]=1)[O:73][C:74]1[CH:79]=[CH:78][C:77]([NH:80][C:81]2[C:82]3[N:89]([CH2:90][CH2:91][NH:92][C:93](=[O:99])[CH2:94][S:95]([CH3:98])(=[O:96])=[O:97])[CH:88]=[CH:87][C:83]=3[N:84]=[CH:85][N:86]=2)=[CH:76][C:75]=1[CH3:100], predict the reactants needed to synthesize it. (8) Given the product [Cl:1][C:2]1[C:3]([O:25][C:26]2[CH:31]=[CH:30][C:29]([Cl:32])=[CH:28][C:27]=2[C:33]2[CH:34]=[N:35][N:36]3[CH2:41][CH2:40][CH2:39][NH:38][C:37]=23)=[CH:4][C:5]([F:24])=[C:6]([S:8]([NH:11][C:19]2[N:20]=[CH:21][S:22][CH:23]=2)(=[O:9])=[O:10])[CH:7]=1.[ClH:42], predict the reactants needed to synthesize it. The reactants are: [Cl:1][C:2]1[C:3]([O:25][C:26]2[CH:31]=[CH:30][C:29]([Cl:32])=[CH:28][C:27]=2[C:33]2[CH:34]=[N:35][N:36]3[CH2:41][CH2:40][CH2:39][NH:38][C:37]=23)=[CH:4][C:5]([F:24])=[C:6]([S:8]([N:11]([C:19]2[N:20]=[CH:21][S:22][CH:23]=2)C(=O)OC(C)(C)C)(=[O:10])=[O:9])[CH:7]=1.[ClH:42].CCCCC. (9) The reactants are: [F:1][C:2]1[CH:17]=[C:16]([F:18])[CH:15]=[CH:14][C:3]=1[NH:4][C:5]1[CH:10]=[CH:9][CH:8]=[CH:7][C:6]=1[N+:11]([O-])=O. Given the product [F:1][C:2]1[CH:17]=[C:16]([F:18])[CH:15]=[CH:14][C:3]=1[NH:4][C:5]1[C:6]([NH2:11])=[CH:7][CH:8]=[CH:9][CH:10]=1, predict the reactants needed to synthesize it. (10) Given the product [C:1]1([C:7]2[CH:16]=[C:15]([OH:17])[C:14]3[CH:13]=[CH:12][CH:11]=[N:10][C:9]=3[CH:8]=2)[CH:2]=[CH:3][CH:4]=[CH:5][CH:6]=1, predict the reactants needed to synthesize it. The reactants are: [C:1]1([C:7]#[C:8][C:9]2[C:14]([C:15](=[O:17])[CH3:16])=[CH:13][CH:12]=[CH:11][N:10]=2)[CH:6]=[CH:5][CH:4]=[CH:3][CH:2]=1.[OH-].[Na+].O.C([O-])(O)=O.[Na+].